Task: Predict the reactants needed to synthesize the given product.. Dataset: Full USPTO retrosynthesis dataset with 1.9M reactions from patents (1976-2016) (1) Given the product [NH2:1][C:2]1[C:3]2[C:10]([F:11])=[CH:9][N:8]([C@@H:12]3[O:16][C@:15]([C:17]#[CH:18])([CH2:19][OH:20])[C@@H:14]([OH:21])[CH2:13]3)[C:4]=2[N:5]=[CH:6][N:7]=1, predict the reactants needed to synthesize it. The reactants are: [NH2:1][C:2]1[C:3]2[C:10]([F:11])=[CH:9][N:8]([C@@H:12]3[O:16][C@@:15]([CH2:19][OH:20])([C:17]#[CH:18])[C@@H:14]([O:21][Si](C(C)(C)C)(C)C)[CH2:13]3)[C:4]=2[N:5]=[CH:6][N:7]=1.CCCC[N+](CCCC)(CCCC)CCCC.[F-].C1COCC1.O.C(=O)(O)[O-].[NH4+]. (2) The reactants are: [NH2:1][C:2]1[N:7]=[CH:6][N:5]=[C:4]2[N:8]([CH:12]([C:14]3[O:15][C:16]4[C:21]([C:22](=[O:31])[C:23]=3[C:24]3[CH:29]=[CH:28][CH:27]=[C:26]([F:30])[CH:25]=3)=[CH:20][CH:19]=[CH:18][CH:17]=4)[CH3:13])[N:9]=[C:10](I)[C:3]=12.[NH:32]1[C:40]2[C:35](=[CH:36][CH:37]=[C:38](B3OC(C)(C)C(C)(C)O3)[CH:39]=2)[CH:34]=[CH:33]1.C(=O)([O-])[O-].[Na+].[Na+].ClCCl. Given the product [NH2:1][C:2]1[N:7]=[CH:6][N:5]=[C:4]2[N:8]([CH:12]([C:14]3[O:15][C:16]4[C:21]([C:22](=[O:31])[C:23]=3[C:24]3[CH:29]=[CH:28][CH:27]=[C:26]([F:30])[CH:25]=3)=[CH:20][CH:19]=[CH:18][CH:17]=4)[CH3:13])[N:9]=[C:10]([C:38]3[CH:39]=[C:40]4[C:35]([CH:34]=[CH:33][NH:32]4)=[CH:36][CH:37]=3)[C:3]=12, predict the reactants needed to synthesize it. (3) Given the product [CH3:48][O:47][C:40]1[CH:39]=[C:46]([O:52][CH3:51])[CH:45]=[CH:44][C:41]=1/[CH:42]=[CH:7]/[CH2:6][CH2:5][C:2]([OH:4])=[O:3], predict the reactants needed to synthesize it. The reactants are: [Br-].[C:2]([CH2:5][CH2:6][CH2:7][P+](C1C=CC=CC=1)(C1C=CC=CC=1)C1C=CC=CC=1)([OH:4])=[O:3].C[Si]([N-][Si](C)(C)C)(C)C.[Li+].CO[C:39]1[C:40]([O:47][CH3:48])=[C:41]([CH:44]=[CH:45][CH:46]=1)[CH:42]=O.C1C[O:52][CH2:51]C1. (4) Given the product [CH3:26][O:27][C:28](=[O:36])[C:29]1[CH:34]=[CH:33][CH:32]=[C:31]([NH:35][C:5](=[O:6])[C:4]2[CH:8]=[CH:9][C:10]([CH:11]([CH3:25])[C:12]([C:18]3[CH:23]=[CH:22][N:21]=[C:20]([Cl:24])[CH:19]=3)([OH:17])[C:13]([F:16])([F:14])[F:15])=[C:2]([Cl:1])[CH:3]=2)[CH:30]=1, predict the reactants needed to synthesize it. The reactants are: [Cl:1][C:2]1[CH:3]=[C:4]([CH:8]=[CH:9][C:10]=1[CH:11]([CH3:25])[C:12]([C:18]1[CH:23]=[CH:22][N:21]=[C:20]([Cl:24])[CH:19]=1)([OH:17])[C:13]([F:16])([F:15])[F:14])[C:5](O)=[O:6].[CH3:26][O:27][C:28](=[O:36])[C:29]1[CH:34]=[CH:33][CH:32]=[C:31]([NH2:35])[CH:30]=1.CN(C(ON1N=NC2C=CC=CC1=2)=[N+](C)C)C.F[P-](F)(F)(F)(F)F. (5) Given the product [NH2:1][C:2]1[CH:42]=[CH:41][C:5]([C:6]([NH:8][C@H:9]2[CH2:14][CH2:13][CH2:12][C@@H:11]([NH:15][C:16]3[N:21]=[C:20]([C:22]4[C:30]5[C:25](=[CH:26][CH:27]=[CH:28][CH:29]=5)[NH:24][CH:23]=4)[C:19]([Cl:40])=[CH:18][N:17]=3)[CH2:10]2)=[O:7])=[C:4]([N:43]2[CH2:48][CH2:47][O:46][CH2:45][CH2:44]2)[CH:3]=1, predict the reactants needed to synthesize it. The reactants are: [NH2:1][C:2]1[CH:42]=[CH:41][C:5]([C:6]([NH:8][C@H:9]2[CH2:14][CH2:13][CH2:12][C@@H:11]([NH:15][C:16]3[N:21]=[C:20]([C:22]4[C:30]5[C:25](=[CH:26][CH:27]=[CH:28][CH:29]=5)[N:24](S(C5C=CC=CC=5)(=O)=O)[CH:23]=4)[C:19]([Cl:40])=[CH:18][N:17]=3)[CH2:10]2)=[O:7])=[C:4]([N:43]2[CH2:48][CH2:47][O:46][CH2:45][CH2:44]2)[CH:3]=1.[OH-].[Na+].O.